From a dataset of Forward reaction prediction with 1.9M reactions from USPTO patents (1976-2016). Predict the product of the given reaction. (1) Given the reactants [F:1][C:2]([F:12])([F:11])[C:3]1[CH:4]=[C:5]([CH:8]=[CH:9][CH:10]=1)[CH2:6][NH2:7].[CH3:13][N:14]([CH3:32])[C:15]1[CH:20]=[C:19]([CH3:21])[N:18]=[C:17]([NH:22][C@@H:23]2[CH2:28][CH2:27][C@H:26]([C:29](O)=[O:30])[CH2:25][CH2:24]2)[N:16]=1.CN(C(ON1N=NC2C=CC=NC1=2)=[N+](C)C)C.F[P-](F)(F)(F)(F)F, predict the reaction product. The product is: [CH3:32][N:14]([CH3:13])[C:15]1[CH:20]=[C:19]([CH3:21])[N:18]=[C:17]([NH:22][C@@H:23]2[CH2:28][CH2:27][C@H:26]([C:29]([NH:7][CH2:6][C:5]3[CH:8]=[CH:9][CH:10]=[C:3]([C:2]([F:11])([F:12])[F:1])[CH:4]=3)=[O:30])[CH2:25][CH2:24]2)[N:16]=1. (2) Given the reactants [C:1]1(=[O:10])[NH:9][CH2:8][CH2:7][CH2:6][CH2:5][CH2:4][CH2:3][CH2:2]1.[F:11][B-:12]([F:15])([F:14])[F:13].[H+], predict the reaction product. The product is: [F:11][B-:12]([F:15])([F:14])[F:13].[C:1]1(=[O:10])[NH:9][CH2:8][CH2:7][CH2:6][CH2:5][CH2:4][CH2:3][CH2:2]1. (3) Given the reactants [F:1][C:2]1[CH:10]=[CH:9][C:8]2[NH:7][C:6]3[CH:11]4[CH2:17][CH2:16][N:14]([CH2:15][C:5]=3[C:4]=2[CH:3]=1)[CH2:13][CH2:12]4.Br[C:19]1[CH:28]=[CH:27][C:26]2[C:21](=[CH:22][CH:23]=[CH:24][CH:25]=2)[N:20]=1, predict the reaction product. The product is: [F:1][C:2]1[CH:10]=[CH:9][C:8]2[N:7]([C:19]3[CH:28]=[CH:27][C:26]4[C:21](=[CH:22][CH:23]=[CH:24][CH:25]=4)[N:20]=3)[C:6]3[CH:11]4[CH2:12][CH2:13][N:14]([CH2:15][C:5]=3[C:4]=2[CH:3]=1)[CH2:16][CH2:17]4. (4) The product is: [N+:10]([C:13]1[CH:14]=[C:15]([CH:19]=[CH:20][CH:21]=1)[C:16]([NH:1][C:2]1[CH:7]=[CH:6][N:5]=[CH:4][CH:3]=1)=[O:17])([O-:12])=[O:11]. Given the reactants [NH2:1][C:2]1[CH:7]=[CH:6][N:5]=[CH:4][CH:3]=1.[OH-].[Na+].[N+:10]([C:13]1[CH:14]=[C:15]([CH:19]=[CH:20][CH:21]=1)[C:16](Cl)=[O:17])([O-:12])=[O:11], predict the reaction product.